This data is from CYP2D6 inhibition data for predicting drug metabolism from PubChem BioAssay. The task is: Regression/Classification. Given a drug SMILES string, predict its absorption, distribution, metabolism, or excretion properties. Task type varies by dataset: regression for continuous measurements (e.g., permeability, clearance, half-life) or binary classification for categorical outcomes (e.g., BBB penetration, CYP inhibition). Dataset: cyp2d6_veith. (1) The molecule is COc1c(/C=N/Nc2nc(N3CCCCC3)nc(N3CCCCC3)n2)cccc1[N+](=O)[O-]. The result is 0 (non-inhibitor). (2) The molecule is COc1ccc(C(=O)N2CCC3(CC2)CN(C(=O)Nc2cccc(C#N)c2)C3)cc1. The result is 0 (non-inhibitor). (3) The compound is Cc1ccc(NC(=O)OCc2cn(-c3ccc(Cl)cc3)nn2)cc1. The result is 0 (non-inhibitor). (4) The molecule is O=C(c1ccc(Cl)c(S(=O)(=O)NCc2ccccc2)c1)N1CCN(c2ccccn2)CC1. The result is 0 (non-inhibitor). (5) The compound is CCS(=O)(=O)N1CCC(C(=O)NCc2ccco2)CC1. The result is 0 (non-inhibitor). (6) The molecule is CNC(=O)[C@H]1O[C@H](n2cnc3c(NCc4cccc(I)c4)nc(Cl)nc32)[C@@H](O)[C@@H]1O. The result is 0 (non-inhibitor).